Task: Regression. Given a peptide amino acid sequence and an MHC pseudo amino acid sequence, predict their binding affinity value. This is MHC class I binding data.. Dataset: Peptide-MHC class I binding affinity with 185,985 pairs from IEDB/IMGT The peptide sequence is LLIHQGMHM. The MHC is HLA-A68:02 with pseudo-sequence HLA-A68:02. The binding affinity (normalized) is 0.0644.